Task: Predict which catalyst facilitates the given reaction.. Dataset: Catalyst prediction with 721,799 reactions and 888 catalyst types from USPTO (1) Reactant: Br[C:2]1[CH:7]=[CH:6][N:5]2[N:8]=[CH:9][C:10]([C:11]([O:13][CH2:14][CH3:15])=[O:12])=[C:4]2[CH:3]=1.CC1(C)C2C(=C(P(C3C=CC=CC=3)C3C=CC=CC=3)C=CC=2)OC2C(P(C3C=CC=CC=3)C3C=CC=CC=3)=CC=CC1=2.C(=O)([O-])[O-].[Cs+].[Cs+].[F:64][C:65]1[CH:66]=[C:67]([CH:70]=[C:71]([C@H:73]2[CH2:77][C@H:76]([F:78])[CH2:75][NH:74]2)[CH:72]=1)[C:68]#[N:69]. Product: [C:68]([C:67]1[CH:70]=[C:71]([C@H:73]2[CH2:77][C@H:76]([F:78])[CH2:75][N:74]2[C:2]2[CH:7]=[CH:6][N:5]3[N:8]=[CH:9][C:10]([C:11]([O:13][CH2:14][CH3:15])=[O:12])=[C:4]3[CH:3]=2)[CH:72]=[C:65]([F:64])[CH:66]=1)#[N:69]. The catalyst class is: 102. (2) The catalyst class is: 17. Reactant: FC(F)(F)C(O)=O.[CH:8]1[C:16]2[C:15]3[CH:17]=[CH:18][CH:19]=[CH:20][C:14]=3[O:13][C:12]=2[C:11]([C:21]2[N:26]=[CH:25][N:24]=[C:23]([NH:27][C:28]3[CH:33]=[CH:32][C:31]([NH2:34])=[CH:30][CH:29]=3)[CH:22]=2)=[CH:10][CH:9]=1.[CH3:35][N:36]([CH3:46])[C:37]1[CH:45]=[CH:44][C:40]([C:41](Cl)=[O:42])=[CH:39][CH:38]=1. Product: [CH:8]1[C:16]2[C:15]3[CH:17]=[CH:18][CH:19]=[CH:20][C:14]=3[O:13][C:12]=2[C:11]([C:21]2[N:26]=[CH:25][N:24]=[C:23]([NH:27][C:28]3[CH:29]=[CH:30][C:31]([NH:34][C:41](=[O:42])[C:40]4[CH:39]=[CH:38][C:37]([N:36]([CH3:35])[CH3:46])=[CH:45][CH:44]=4)=[CH:32][CH:33]=3)[CH:22]=2)=[CH:10][CH:9]=1. (3) Reactant: [NH2:1][C:2]1[CH:3]=[C:4]([CH:7]=[CH:8][C:9]=1[NH2:10])[C:5]#[N:6].[CH2:11]([O:13][C:14]([C@@H:16]1[CH2:18][C@H:17]1[C:19](O)=O)=[O:15])[CH3:12].C(N(CC)CC)C.CN(C(ON1N=NC2C=CC=CC1=2)=[N+](C)C)C.F[P-](F)(F)(F)(F)F. Product: [C:5]([C:4]1[CH:7]=[CH:8][C:9]2[NH:10][C:19]([CH:17]3[CH2:18][CH:16]3[C:14]([O:13][CH2:11][CH3:12])=[O:15])=[N:1][C:2]=2[CH:3]=1)#[N:6]. The catalyst class is: 18. (4) Reactant: [C:1]1([C:7]2[S:11][C:10]([C:12]([OH:14])=[O:13])=[C:9]([N:15]([C@H:25]3[CH2:30][CH2:29][C@H:28]([OH:31])[CH2:27][CH2:26]3)[C:16]([C@H:18]3[CH2:23][CH2:22][C@H:21]([CH3:24])[CH2:20][CH2:19]3)=[O:17])[CH:8]=2)[CH2:6][CH2:5][CH2:4][CH2:3][CH:2]=1. Product: [CH:1]1([C:7]2[S:11][C:10]([C:12]([OH:14])=[O:13])=[C:9]([N:15]([C@H:25]3[CH2:26][CH2:27][C@H:28]([OH:31])[CH2:29][CH2:30]3)[C:16]([C@H:18]3[CH2:23][CH2:22][C@H:21]([CH3:24])[CH2:20][CH2:19]3)=[O:17])[CH:8]=2)[CH2:6][CH2:5][CH2:4][CH2:3][CH2:2]1. The catalyst class is: 19. (5) Reactant: [CH3:1][N:2]([CH3:25])[C:3]([CH2:5][C:6]1[C:15]2[C:10](=[CH:11][C:12]([O:16][CH2:17][C:18]3[CH:23]=[CH:22][CH:21]=[CH:20][CH:19]=3)=[CH:13][CH:14]=2)[O:9][C:8](=O)[CH:7]=1)=[O:4].[H-].[H-].[H-].[H-].[Li+].[Al+3].C(OCC)(=O)C. Product: [CH3:25][N:2]([CH3:1])[C:3]([CH2:5][C:6]1[C:15]2[C:10](=[CH:11][C:12]([O:16][CH2:17][C:18]3[CH:19]=[CH:20][CH:21]=[CH:22][CH:23]=3)=[CH:13][CH:14]=2)[O:9][CH2:8][CH:7]=1)=[O:4]. The catalyst class is: 1. (6) The catalyst class is: 2. Product: [CH3:17][O:18][C:19]1[CH:24]=[CH:23][C:22]([CH2:25][N:26]2[C:11](=[O:16])[CH:10]3[CH:14]([CH:9]3[C:6]3[CH:5]=[CH:4][C:3]([O:2][CH3:1])=[CH:8][CH:7]=3)[C:13]2=[O:15])=[CH:21][CH:20]=1. Reactant: [CH3:1][O:2][C:3]1[CH:8]=[CH:7][C:6]([CH:9]2[CH:14]3[CH:10]2[C:11](=[O:16])O[C:13]3=[O:15])=[CH:5][CH:4]=1.[CH3:17][O:18][C:19]1[CH:24]=[CH:23][C:22]([CH2:25][NH2:26])=[CH:21][CH:20]=1. (7) Reactant: [CH2:1]([O:3][C:4]([C:6]1[NH:7][C:8]2[C:13]([C:14]=1Br)=[CH:12][C:11]([NH:16][S:17]([C:20]1[CH:25]=[CH:24][C:23]([C:26]([CH3:29])([CH3:28])[CH3:27])=[CH:22][CH:21]=1)(=[O:19])=[O:18])=[CH:10][CH:9]=2)=[O:5])[CH3:2].[C:30]1([CH3:39])[CH:35]=[CH:34][CH:33]=[C:32](B(O)O)[CH:31]=1. Product: [CH2:1]([O:3][C:4]([C:6]1[NH:7][C:8]2[C:13]([C:14]=1[C:32]1[CH:33]=[CH:34][CH:35]=[C:30]([CH3:39])[CH:31]=1)=[CH:12][C:11]([NH:16][S:17]([C:20]1[CH:25]=[CH:24][C:23]([C:26]([CH3:29])([CH3:28])[CH3:27])=[CH:22][CH:21]=1)(=[O:19])=[O:18])=[CH:10][CH:9]=2)=[O:5])[CH3:2]. The catalyst class is: 195.